Dataset: Forward reaction prediction with 1.9M reactions from USPTO patents (1976-2016). Task: Predict the product of the given reaction. (1) Given the reactants C(O[C:6]([N:8]1[CH2:12][C:11](=[N:13][O:14][CH3:15])[CH2:10][C@H:9]1[C:16]([OH:18])=O)=[O:7])(C)(C)C.[C:19]1([C:28]2[CH:33]=[CH:32][CH:31]=[CH:30][CH:29]=2)[CH:24]=[CH:23][C:22](C(Cl)=O)=[CH:21][CH:20]=1.[NH2:34][CH:35]([CH3:38])[CH2:36][OH:37], predict the reaction product. The product is: [C:28]1([C:19]2[CH:20]=[CH:21][CH:22]=[CH:23][CH:24]=2)[CH:29]=[CH:30][C:31]([C:6]([N:8]2[CH2:12][C:11](=[N:13][O:14][CH3:15])[CH2:10][C@H:9]2[C:16]([NH:34][CH:35]([CH3:38])[CH2:36][OH:37])=[O:18])=[O:7])=[CH:32][CH:33]=1. (2) Given the reactants [NH2:1][C:2]1[CH:3]=[CH:4][C:5]([N:8]2[CH2:13][CH2:12]N(CC3C=CC=CC=3)[C:10](=O)[CH2:9]2)=[N:6][CH:7]=1.ClC1C=CC([N+]([O-])=O)=CN=1.[CH2:32]([CH:40]1CCNCC1)[CH2:33][C:34]1[CH:39]=[CH:38][CH:37]=[CH:36][CH:35]=1, predict the reaction product. The product is: [CH2:32]([CH:40]1[CH2:10][CH2:9][N:8]([C:5]2[N:6]=[CH:7][C:2]([NH2:1])=[CH:3][CH:4]=2)[CH2:13][CH2:12]1)[CH2:33][C:34]1[CH:39]=[CH:38][CH:37]=[CH:36][CH:35]=1. (3) Given the reactants [CH:1]1[C:6]([OH:7])=[CH:5][CH:4]=[CH:3][C:2]=1[CH3:8].[CH2:9](Br)[CH:10]=[CH2:11].C(=O)([O-])[O-].[K+].[K+], predict the reaction product. The product is: [CH3:8][C:2]1[CH:1]=[C:6]([O:7][CH2:11][CH:10]=[CH2:9])[CH:5]=[CH:4][CH:3]=1. (4) Given the reactants [Si:1]([Cl:5])([Cl:4])([Cl:3])[Cl:2].N.[N:7]#[N+:8][O-].[O:10]=[O+:11][O-:12], predict the reaction product. The product is: [Si:1]([Cl:5])([Cl:4])([Cl:3])[Cl:2].[NH3:7].[O:10]=[O+:11][O-:12].[N:7]#[N:8].